Regression. Given a peptide amino acid sequence and an MHC pseudo amino acid sequence, predict their binding affinity value. This is MHC class I binding data. From a dataset of Peptide-MHC class I binding affinity with 185,985 pairs from IEDB/IMGT. (1) The peptide sequence is MVGLFSNNPH. The MHC is HLA-A03:01 with pseudo-sequence HLA-A03:01. The binding affinity (normalized) is 0.0466. (2) The peptide sequence is FVFEATKLY. The MHC is HLA-B39:01 with pseudo-sequence HLA-B39:01. The binding affinity (normalized) is 0.0847.